This data is from Forward reaction prediction with 1.9M reactions from USPTO patents (1976-2016). The task is: Predict the product of the given reaction. Given the reactants [Cl:1][C:2]1[CH:11]=[C:10]2[C:5]([CH:6]=[CH:7][NH:8][C:9]2=[O:12])=[CH:4][CH:3]=1.[Br:13]N1C(=O)CCC1=O, predict the reaction product. The product is: [Br:13][C:6]1[C:5]2[C:10](=[CH:11][C:2]([Cl:1])=[CH:3][CH:4]=2)[C:9](=[O:12])[NH:8][CH:7]=1.